Dataset: Full USPTO retrosynthesis dataset with 1.9M reactions from patents (1976-2016). Task: Predict the reactants needed to synthesize the given product. (1) Given the product [Br:1][C:2]1[CH:3]=[C:4]2[C:13](=[CH:14][CH:15]=1)[O:12][CH2:11][C:10]1[N:5]2[CH:6]([CH3:17])[C:7](=[O:16])[N:8]([CH2:21][O:22][CH2:23][CH2:24][Si:25]([CH3:28])([CH3:27])[CH3:26])[N:9]=1, predict the reactants needed to synthesize it. The reactants are: [Br:1][C:2]1[CH:3]=[C:4]2[C:13](=[CH:14][CH:15]=1)[O:12][CH2:11][C:10]1[N:5]2[CH:6]([CH3:17])[C:7](=[O:16])[NH:8][N:9]=1.[H-].[Na+].Cl[CH2:21][O:22][CH2:23][CH2:24][Si:25]([CH3:28])([CH3:27])[CH3:26]. (2) Given the product [F:32][C:31]([F:33])([F:34])[C:28]1[CH:29]=[CH:30][C:25]([CH2:24][O:20][C:17]2[CH:16]=[CH:15][C:14]([N:11]3[CH2:10][CH2:9][NH:8][CH2:13][CH2:12]3)=[CH:19][CH:18]=2)=[CH:26][CH:27]=1.[ClH:35], predict the reactants needed to synthesize it. The reactants are: C(OC([N:8]1[CH2:13][CH2:12][N:11]([C:14]2[CH:19]=[CH:18][C:17]([OH:20])=[CH:16][CH:15]=2)[CH2:10][CH2:9]1)=O)(C)(C)C.[H-].[Na+].Br[CH2:24][C:25]1[CH:30]=[CH:29][C:28]([C:31]([F:34])([F:33])[F:32])=[CH:27][CH:26]=1.[Cl:35]CCl. (3) The reactants are: [CH:1]1([C:4]2[CH:8]=[C:7]([CH:9]3[CH2:11][CH2:10]3)[N:6]([C:12]3[CH:17]=[CH:16][C:15]([NH:18][C:19](=[O:26])[C:20]4[CH:25]=[CH:24][CH:23]=[N:22][CH:21]=4)=[CH:14][CH:13]=3)[N:5]=2)[CH2:3][CH2:2]1.C(O)(=O)C1C=CN=CC=1.[ClH:36]. Given the product [ClH:36].[CH:1]1([C:4]2[CH:8]=[C:7]([CH:9]3[CH2:11][CH2:10]3)[N:6]([C:12]3[CH:17]=[CH:16][C:15]([NH:18][C:19](=[O:26])[C:20]4[CH:25]=[CH:24][CH:23]=[N:22][CH:21]=4)=[CH:14][CH:13]=3)[N:5]=2)[CH2:2][CH2:3]1, predict the reactants needed to synthesize it. (4) Given the product [N:16]1[CH:21]=[CH:20][N:19]=[CH:18][C:17]=1[NH:25][C:2]1[C:7]2[C:8]3[CH2:14][CH2:13][CH2:12][CH2:11][C:9]=3[Se:10][C:6]=2[N:5]=[CH:4][N:3]=1, predict the reactants needed to synthesize it. The reactants are: Cl[C:2]1[C:7]2[C:8]3[CH2:14][CH2:13][CH2:12][CH2:11][C:9]=3[Se:10][C:6]=2[N:5]=[CH:4][N:3]=1.N[N:16]1[CH:21]=[CH:20][N:19]=[CH:18][CH2:17]1.[OH-].[Na+].C[N:25](C=O)C. (5) Given the product [CH:5]([NH:8][C:9]1[C:10]([NH2:15])=[CH:11][CH:12]=[CH:13][CH:14]=1)([CH3:7])[CH3:6], predict the reactants needed to synthesize it. The reactants are: C([O-])=O.[NH4+].[CH:5]([NH:8][C:9]1[CH:14]=[CH:13][CH:12]=[CH:11][C:10]=1[N+:15]([O-])=O)([CH3:7])[CH3:6]. (6) Given the product [Cl:39][C:40]1[CH:41]=[CH:42][C:43]2[O:47][C:46]([S:48]([N:51]3[CH2:56][CH2:55][N:54]([C:11](=[O:13])[C:10]4[CH:9]=[CH:8][C:7]([C:4]5[CH:3]=[CH:2][N:1]=[CH:6][CH:5]=5)=[CH:15][CH:14]=4)[CH2:53][CH2:52]3)(=[O:49])=[O:50])=[CH:45][C:44]=2[CH:57]=1, predict the reactants needed to synthesize it. The reactants are: [N:1]1[CH:6]=[CH:5][C:4]([C:7]2[CH:15]=[CH:14][C:10]([C:11]([OH:13])=O)=[CH:9][CH:8]=2)=[CH:3][CH:2]=1.O.ON1C2C=CC=CC=2N=N1.Cl.CN(C)CCCN=C=NCC.[Cl:39][C:40]1[CH:41]=[CH:42][C:43]2[O:47][C:46]([S:48]([N:51]3[CH2:56][CH2:55][NH:54][CH2:53][CH2:52]3)(=[O:50])=[O:49])=[CH:45][C:44]=2[CH:57]=1. (7) Given the product [ClH:34].[CH2:1]([NH:8][CH2:9][CH2:10][CH:11]([C:23]1[CH:28]=[CH:27][C:26]([NH:29][C:30]([O:32][CH3:33])=[O:31])=[CH:25][CH:24]=1)[C:12]1[CH:17]=[CH:16][C:15]([NH:18][C:19]([O:21][CH3:22])=[O:20])=[CH:14][CH:13]=1)[C:2]1[CH:3]=[CH:4][CH:5]=[CH:6][CH:7]=1, predict the reactants needed to synthesize it. The reactants are: [CH2:1]([NH:8][CH2:9][CH2:10][CH:11]([C:23]1[CH:28]=[CH:27][C:26]([NH:29][C:30]([O:32][CH3:33])=[O:31])=[CH:25][CH:24]=1)[C:12]1[CH:17]=[CH:16][C:15]([NH:18][C:19]([O:21][CH3:22])=[O:20])=[CH:14][CH:13]=1)[C:2]1[CH:7]=[CH:6][CH:5]=[CH:4][CH:3]=1.[ClH:34]. (8) Given the product [Cl:9][C:10]1[CH:11]=[CH:12][C:13](/[C:16](/[C:33]2[CH:34]=[CH:35][C:36]([C:3]#[C:2][CH2:1][N:4]3[CH2:8][CH2:7][CH2:6][CH2:5]3)=[CH:37][CH:38]=2)=[CH:17]/[CH2:18][O:19][C:20]2[CH:31]=[CH:30][C:23]([O:24][CH2:25][C:26]([O:28][CH3:29])=[O:27])=[C:22]([CH3:32])[CH:21]=2)=[CH:14][CH:15]=1, predict the reactants needed to synthesize it. The reactants are: [CH2:1]([N:4]1[CH2:8][CH2:7][CH2:6][CH2:5]1)[C:2]#[CH:3].[Cl:9][C:10]1[CH:15]=[CH:14][C:13](/[C:16](/[C:33]2[CH:38]=[CH:37][C:36](I)=[CH:35][CH:34]=2)=[CH:17]/[CH2:18][O:19][C:20]2[CH:31]=[CH:30][C:23]([O:24][CH2:25][C:26]([O:28][CH3:29])=[O:27])=[C:22]([CH3:32])[CH:21]=2)=[CH:12][CH:11]=1.